This data is from Reaction yield outcomes from USPTO patents with 853,638 reactions. The task is: Predict the reaction yield, written as a fraction of the theoretical maximum amount of product (1.0 means a 100% yield; for example, 0.34 means a 34% yield). (1) The reactants are [Cl:1][C:2]1[C:7]([C:8]#[N:9])=[C:6]([O:10][CH3:11])[N:5]=[C:4]([CH3:12])[CH:3]=1.B. The catalyst is O1CCCC1. The product is [Cl:1][C:2]1[CH:3]=[C:4]([CH3:12])[N:5]=[C:6]([O:10][CH3:11])[C:7]=1[CH2:8][NH2:9]. The yield is 0.920. (2) The reactants are [CH2:1]([NH:8][C:9]([NH:11][CH:12]1[CH:17]2[CH2:18][CH2:19][N:14]([CH2:15][CH2:16]2)[CH2:13]1)=[O:10])[C:2]1[CH:7]=[CH:6][CH:5]=[CH:4][CH:3]=1.[H-].[Na+].Br[CH2:23][CH2:24]Br. The catalyst is CN(C=O)C. The product is [CH2:1]([N:8]1[CH2:24][CH2:23][N:11]([CH:12]2[CH:17]3[CH2:16][CH2:15][N:14]([CH2:19][CH2:18]3)[CH2:13]2)[C:9]1=[O:10])[C:2]1[CH:3]=[CH:4][CH:5]=[CH:6][CH:7]=1. The yield is 0.280.